Dataset: Forward reaction prediction with 1.9M reactions from USPTO patents (1976-2016). Task: Predict the product of the given reaction. (1) Given the reactants [H-].[Na+].[CH3:3][O:4][C:5]1[CH:6]=[C:7]2[C:11](=[CH:12][CH:13]=1)[NH:10][C:9](=[O:14])[C:8]2=[O:15].[CH3:16][O:17][C:18](=[O:27])[CH:19](Br)[CH2:20][CH:21]1[CH2:25][CH2:24][CH2:23][CH2:22]1, predict the reaction product. The product is: [CH3:16][O:17][C:18](=[O:27])[CH:19]([N:10]1[C:11]2[C:7](=[CH:6][C:5]([O:4][CH3:3])=[CH:13][CH:12]=2)[C:8](=[O:15])[C:9]1=[O:14])[CH2:20][CH:21]1[CH2:22][CH2:23][CH2:24][CH2:25]1. (2) Given the reactants [Cl:1][C:2]1[CH:11]=[C:10]([C:12]([O:14]C)=[O:13])[CH:9]=[C:8]([Cl:16])[C:3]=1[C:4]([O:6][CH3:7])=[O:5].[OH-].[Na+], predict the reaction product. The product is: [Cl:1][C:2]1[CH:11]=[C:10]([CH:9]=[C:8]([Cl:16])[C:3]=1[C:4]([O:6][CH3:7])=[O:5])[C:12]([OH:14])=[O:13]. (3) Given the reactants [Cl:1][C:2]1[CH:3]=[C:4]([C:9](O)([CH2:11][CH2:12][CH2:13][C:14]#[C:15][C:16]2[CH:21]=[CH:20][C:19]([N:22]3[CH:26]=[N:25][C:24]([CH3:27])=[N:23]3)=[C:18]([O:28][CH3:29])[CH:17]=2)[CH3:10])[CH:5]=[CH:6][C:7]=1[Cl:8].C[Si]([N:35]=[N+:36]=[N-:37])(C)C.C1(C)C=CC=CC=1, predict the reaction product. The product is: [Cl:1][C:2]1[CH:3]=[C:4]([C:9]2([CH3:10])[N:35]3[N:36]=[N:37][C:15]([C:16]4[CH:21]=[CH:20][C:19]([N:22]5[CH:26]=[N:25][C:24]([CH3:27])=[N:23]5)=[C:18]([O:28][CH3:29])[CH:17]=4)=[C:14]3[CH2:13][CH2:12][CH2:11]2)[CH:5]=[CH:6][C:7]=1[Cl:8]. (4) Given the reactants [CH2:1]([NH:8][C:9]([C:11]1[CH:20]=[C:19]2[C:14]([CH:15]=[N:16][C:17]([NH:21][C@H:22]3[CH2:27][CH2:26][C@H:25]([NH:28]C(=O)OC(C)(C)C)[CH2:24][CH2:23]3)=[N:18]2)=[CH:13][CH:12]=1)=[O:10])[C:2]1[CH:7]=[CH:6][CH:5]=[CH:4][CH:3]=1.C(O)(C(F)(F)F)=O, predict the reaction product. The product is: [NH2:28][C@H:25]1[CH2:24][CH2:23][C@H:22]([NH:21][C:17]2[N:16]=[CH:15][C:14]3[C:19](=[CH:20][C:11]([C:9]([NH:8][CH2:1][C:2]4[CH:3]=[CH:4][CH:5]=[CH:6][CH:7]=4)=[O:10])=[CH:12][CH:13]=3)[N:18]=2)[CH2:27][CH2:26]1. (5) Given the reactants [CH3:1][C@H:2]1[O:7][C@@H:6]([CH3:8])[CH2:5][N:4]([CH2:9][C:10]2[O:14][C:13]([C:15]3[CH:23]=[C:22]([C:24]4[CH:25]=[C:26]([NH2:32])[C:27]([O:30][CH3:31])=[N:28][CH:29]=4)[CH:21]=[C:20]4[C:16]=3[CH:17]=[N:18][N:19]4S(C3C=CC(C)=CC=3)(=O)=O)=[N:12][N:11]=2)[CH2:3]1.[CH3:43][O:44][C:45]1[CH:50]=[CH:49][CH:48]=[CH:47][C:46]=1[S:51](Cl)(=[O:53])=[O:52].N1C=CC=CC=1.[OH-].[Na+].Cl, predict the reaction product. The product is: [CH3:8][C@H:6]1[O:7][C@@H:2]([CH3:1])[CH2:3][N:4]([CH2:9][C:10]2[O:14][C:13]([C:15]3[CH:23]=[C:22]([C:24]4[CH:25]=[C:26]([NH:32][S:51]([C:46]5[CH:47]=[CH:48][CH:49]=[CH:50][C:45]=5[O:44][CH3:43])(=[O:53])=[O:52])[C:27]([O:30][CH3:31])=[N:28][CH:29]=4)[CH:21]=[C:20]4[C:16]=3[CH:17]=[N:18][NH:19]4)=[N:12][N:11]=2)[CH2:5]1. (6) The product is: [F:1][C:2]1[CH:3]=[CH:4][C:5]([C:8]2[N:9]=[C:10]3[C:15]([CH3:16])=[CH:14][C:13]([N:17]4[CH2:22][CH2:21][N:20]([CH2:23][CH2:24][OH:25])[CH2:19][CH2:18]4)=[N:12][N:11]3[C:26]=2[C:27]2[CH:32]=[CH:31][N:30]=[C:29]3[NH:33][CH:34]=[CH:35][C:28]=23)=[CH:6][CH:7]=1. Given the reactants [F:1][C:2]1[CH:7]=[CH:6][C:5]([C:8]2[N:9]=[C:10]3[C:15]([CH3:16])=[CH:14][C:13]([N:17]4[CH2:22][CH2:21][N:20]([CH2:23][CH2:24][OH:25])[CH2:19][CH2:18]4)=[N:12][N:11]3[C:26]=2[C:27]2[CH:32]=[CH:31][N:30]=[C:29]3[N:33](S(C4C=CC=CC=4)(=O)=O)[CH:34]=[CH:35][C:28]=23)=[CH:4][CH:3]=1.O1CCCC1.CO.[OH-].[Na+], predict the reaction product. (7) Given the reactants [F:1][C:2]1[CH:11]=[CH:10][C:5]2[NH:6][C:7](=S)[O:8][C:4]=2[CH:3]=1.S(Cl)([Cl:14])=O, predict the reaction product. The product is: [Cl:14][C:7]1[O:8][C:4]2[CH:3]=[C:2]([F:1])[CH:11]=[CH:10][C:5]=2[N:6]=1. (8) Given the reactants [CH:1]([C:3]1[CH:4]=[C:5]([CH:9]([CH3:16])[CH2:10][C:11]([O:13][CH2:14][CH3:15])=[O:12])[CH:6]=[CH:7][CH:8]=1)=O.[Br-].C1([P+](C2C=CC=CC=2)(C2C=CC=CC=2)[CH2:25][C:26]2[C:31]([CH3:33])([CH3:32])[CH2:30][CH2:29][CH2:28][C:27]=2[CH3:34])C=CC=CC=1, predict the reaction product. The product is: [CH3:34][C:27]1[CH2:28][CH2:29][CH2:30][C:31]([CH3:33])([CH3:32])[C:26]=1/[CH:25]=[CH:1]/[C:3]1[CH:4]=[C:5]([CH:9]([CH3:16])[CH2:10][C:11]([O:13][CH2:14][CH3:15])=[O:12])[CH:6]=[CH:7][CH:8]=1. (9) The product is: [CH3:8][C:4]1[N:3]=[C:2]([NH:1][C:9](=[O:11])[CH3:10])[CH:7]=[CH:6][CH:5]=1. Given the reactants [NH2:1][C:2]1[CH:7]=[CH:6][CH:5]=[C:4]([CH3:8])[N:3]=1.[C:9](OC(=O)C)(=[O:11])[CH3:10], predict the reaction product.